From a dataset of Full USPTO retrosynthesis dataset with 1.9M reactions from patents (1976-2016). Predict the reactants needed to synthesize the given product. (1) Given the product [ClH:55].[ClH:55].[Cl:55][C:56]1[CH:61]=[CH:60][CH:59]=[CH:58][C:57]=1[O:47][CH2:46][CH2:45][N:41]1[C:42]2[C:37](=[CH:36][CH:35]=[C:34]([CH2:33][NH:26][C:24]3[CH:23]=[CH:22][C:21]([CH2:48][CH2:49][C:50]([OH:52])=[O:51])=[C:20]([F:19])[CH:25]=3)[C:43]=2[CH3:44])[CH2:38][CH2:39][CH2:40]1, predict the reactants needed to synthesize it. The reactants are: N(C(N1CCCCC1)=O)=NC(N1CCCCC1)=O.[F:19][C:20]1[CH:25]=[C:24]([N:26]([CH2:33][C:34]2[C:43]([CH3:44])=[C:42]3[C:37]([CH2:38][CH2:39][CH2:40][N:41]3[CH2:45][CH2:46][OH:47])=[CH:36][CH:35]=2)C(=O)C(F)(F)F)[CH:23]=[CH:22][C:21]=1[CH2:48][CH2:49][C:50]([O:52]CC)=[O:51].[Cl:55][C:56]1[CH:61]=[CH:60][CH:59]=[CH:58][C:57]=1O.C(P(CCCC)CCCC)CCC. (2) Given the product [F:19][C:11]1[C:12]([O:17][CH3:18])=[CH:13][C:14]([O:15][CH3:16])=[C:9]([F:8])[C:10]=1[N:20]1[CH2:29][C:28]2[CH:27]=[N:26][C:25]3[NH:30][CH:31]=[CH:32][C:24]=3[C:23]=2[CH2:22][C:21]1=[O:41], predict the reactants needed to synthesize it. The reactants are: FC(F)(F)C(O)=O.[F:8][C:9]1[C:14]([O:15][CH3:16])=[CH:13][C:12]([O:17][CH3:18])=[C:11]([F:19])[C:10]=1[N:20]1[CH2:29][C:28]2[CH:27]=[N:26][C:25]3[N:30](COCC[Si](C)(C)C)[CH:31]=[CH:32][C:24]=3[C:23]=2[CH2:22][C:21]1=[O:41]. (3) Given the product [OH:12][N:11]=[CH:7][C:4]1[CH:5]=[CH:6][C:1]([CH3:9])=[CH:2][CH:3]=1, predict the reactants needed to synthesize it. The reactants are: [C:1]1([CH3:9])[CH:6]=[CH:5][C:4]([CH:7]=O)=[CH:3][CH:2]=1.Cl.[NH2:11][OH:12].C(N(CC)CC)C.